This data is from Full USPTO retrosynthesis dataset with 1.9M reactions from patents (1976-2016). The task is: Predict the reactants needed to synthesize the given product. Given the product [N:1]1[CH:6]=[C:5]([C:7]2[C:16]3[CH2:15][CH2:14][CH2:13][CH2:12][C:11]=3[N:10]=[C:9]([O:17][CH2:18][C:19]3[N:24]=[C:23]([C:25]([NH2:26])=[O:31])[CH:22]=[CH:21][CH:20]=3)[CH:8]=2)[CH:4]=[N:3][CH:2]=1, predict the reactants needed to synthesize it. The reactants are: [N:1]1[CH:6]=[C:5]([C:7]2[C:16]3[CH2:15][CH2:14][CH2:13][CH2:12][C:11]=3[N:10]=[C:9]([O:17][CH2:18][C:19]3[N:24]=[C:23]([C:25]#[N:26])[CH:22]=[CH:21][CH:20]=3)[CH:8]=2)[CH:4]=[N:3][CH:2]=1.C([OH:31])(C)(C)C.[F-].[K+].